Dataset: Catalyst prediction with 721,799 reactions and 888 catalyst types from USPTO. Task: Predict which catalyst facilitates the given reaction. Product: [CH3:24][C:21]([O:25][C:26](=[O:27])[NH:28][CH2:29][C:30]([NH:18][C:16]1[S:17][C:13]2[CH:12]=[C:11]([S:10][C:3]3[N:4]4[CH:9]=[CH:8][CH:7]=[N:6][C:5]4=[N:1][CH:2]=3)[CH:20]=[CH:19][C:14]=2[N:15]=1)=[O:31])([CH3:22])[CH3:23]. Reactant: [N:1]1[CH:2]=[C:3]([S:10][C:11]2[CH:20]=[CH:19][C:14]3[N:15]=[C:16]([NH2:18])[S:17][C:13]=3[CH:12]=2)[N:4]2[CH:9]=[CH:8][CH:7]=[N:6][C:5]=12.[C:21]([O:25][C:26]([NH:28][CH2:29][C:30](O)=[O:31])=[O:27])([CH3:24])([CH3:23])[CH3:22].Cl.CN(C)CCCN=C=NCC. The catalyst class is: 17.